From a dataset of Peptide-MHC class I binding affinity with 185,985 pairs from IEDB/IMGT. Regression. Given a peptide amino acid sequence and an MHC pseudo amino acid sequence, predict their binding affinity value. This is MHC class I binding data. (1) The peptide sequence is RRFFPYYVY. The MHC is HLA-A02:01 with pseudo-sequence HLA-A02:01. The binding affinity (normalized) is 0.0847. (2) The peptide sequence is RGPARAFVTI. The MHC is H-2-Dd with pseudo-sequence H-2-Dd. The binding affinity (normalized) is 0.997. (3) The peptide sequence is AMGAASLTL. The MHC is HLA-A02:02 with pseudo-sequence HLA-A02:02. The binding affinity (normalized) is 0.624. (4) The peptide sequence is NLLEQLIENI. The MHC is HLA-A02:01 with pseudo-sequence HLA-A02:01. The binding affinity (normalized) is 0.465. (5) The peptide sequence is LQKIPLQWF. The MHC is HLA-A02:03 with pseudo-sequence HLA-A02:03. The binding affinity (normalized) is 0.0847. (6) The MHC is HLA-A68:01 with pseudo-sequence HLA-A68:01. The binding affinity (normalized) is 0.0804. The peptide sequence is ILMKTANNY.